From a dataset of Catalyst prediction with 721,799 reactions and 888 catalyst types from USPTO. Predict which catalyst facilitates the given reaction. (1) Reactant: [NH2:1][C:2]1[C:7]([CH:8]=O)=[CH:6][C:5]([Br:10])=[CH:4][N:3]=1.[F:11][C:12]([F:22])([F:21])[C:13](=O)[CH2:14][C:15]([O:17][CH2:18][CH3:19])=[O:16].N1CCCCC1. Product: [Br:10][C:5]1[CH:6]=[C:7]2[C:2](=[N:3][CH:4]=1)[N:1]=[C:13]([C:12]([F:11])([F:22])[F:21])[C:14]([C:15]([O:17][CH2:18][CH3:19])=[O:16])=[CH:8]2. The catalyst class is: 8. (2) Reactant: [CH2:1]([NH:8][CH2:9][C:10]1[CH:15]=[CH:14][CH:13]=[CH:12][CH:11]=1)[C:2]1[CH:7]=[CH:6][CH:5]=[CH:4][CH:3]=1.[Br-].[Li+].[CH2:18]([C@H:20]1[O:22][CH2:21]1)[Cl:19]. Product: [Cl:19][CH2:18][C@@H:20]([OH:22])[CH2:21][N:8]([CH2:1][C:2]1[CH:7]=[CH:6][CH:5]=[CH:4][CH:3]=1)[CH2:9][C:10]1[CH:15]=[CH:14][CH:13]=[CH:12][CH:11]=1. The catalyst class is: 13. (3) Reactant: [SH:1][C:2]1[CH:7]=[CH:6][C:5]([B:8]([OH:10])[OH:9])=[CH:4][CH:3]=1.Br[CH2:12][C:13]([NH2:15])=[O:14].C([O-])([O-])=O.[K+].[K+]. Product: [NH2:15][C:13](=[O:14])[CH2:12][S:1][C:2]1[CH:7]=[CH:6][C:5]([B:8]([OH:10])[OH:9])=[CH:4][CH:3]=1. The catalyst class is: 23. (4) Reactant: [CH2:1]([O:3][C:4]([C:6]1[C:7]([CH:22](OCC)[O:23]CC)=[N:8][N:9]2[C:14]([O:15][CH3:16])=[CH:13][CH:12]=[C:11]([CH2:17][O:18][C:19](=[O:21])[CH3:20])[C:10]=12)=[O:5])[CH3:2].O.C1(C)C=CC(S(O)(=O)=O)=CC=1. Product: [CH2:1]([O:3][C:4]([C:6]1[C:7]([CH:22]=[O:23])=[N:8][N:9]2[C:14]([O:15][CH3:16])=[CH:13][CH:12]=[C:11]([CH2:17][O:18][C:19](=[O:21])[CH3:20])[C:10]=12)=[O:5])[CH3:2]. The catalyst class is: 95. (5) Reactant: [CH3:1][O:2][C:3]1[C:8]([CH3:9])=[CH:7][C:6]2[C@:10]3([CH2:20][O:21][C:5]=2[CH:4]=1)[C:18]1[C:13](=[CH:14][CH:15]=[CH:16][CH:17]=1)[NH:12][C:11]3=[O:19].[CH3:22][N:23]1[CH2:28][CH2:27][NH:26][CH2:25][CH2:24]1.[CH2:29]=O. Product: [CH3:1][O:2][C:3]1[C:8]([CH3:9])=[CH:7][C:6]2[C@:10]3([CH2:20][O:21][C:5]=2[CH:4]=1)[C:18]1[C:13](=[CH:14][CH:15]=[CH:16][CH:17]=1)[N:12]([CH2:22][N:23]1[CH2:28][CH2:27][N:26]([CH3:29])[CH2:25][CH2:24]1)[C:11]3=[O:19]. The catalyst class is: 5. (6) Reactant: [CH3:1][N:2]([CH3:25])[C:3]1[N:11]=[C:10]2[C:6]([N:7]=[CH:8][N:9]2COCC[Si](C)(C)C)=[C:5]([C:20]2[O:21][CH:22]=[CH:23][CH:24]=2)[N:4]=1.[F-].C([N+](CCCC)(CCCC)CCCC)CCC.O. Product: [CH3:1][N:2]([CH3:25])[C:3]1[NH:4][C:5]([C:20]2[O:21][CH:22]=[CH:23][CH:24]=2)=[C:6]2[C:10]([N:11]=1)=[N:9][CH:8]=[N:7]2. The catalyst class is: 1. (7) Reactant: Cl[CH2:2][C:3]([O:5][CH2:6][CH3:7])=[O:4].[NH:8]1[C:16]2[C:11](=[N:12][CH:13]=[CH:14][CH:15]=2)[C:10]([NH2:17])=[CH:9]1. Product: [NH:8]1[C:16]2[C:11](=[N:12][CH:13]=[CH:14][CH:15]=2)[C:10]([NH:17][CH2:2][C:3]([O:5][CH2:6][CH3:7])=[O:4])=[CH:9]1. The catalyst class is: 5. (8) Reactant: [CH2:1]([O:8][C:9]1[C:10]([C:28]([NH:30][CH3:31])=[O:29])=[C:11]([Br:27])[N:12]2[CH2:17][CH2:16][N:15]([CH2:18][C:19]3[CH:24]=[CH:23][C:22]([F:25])=[CH:21][CH:20]=3)[C:14](=[O:26])[C:13]=12)[C:2]1[CH:7]=[CH:6][CH:5]=[CH:4][CH:3]=1.C[Si]([N-][Si](C)(C)C)(C)C.[Li+].C1COCC1.Br[CH2:48][CH:49]=[C:50]([CH3:52])[CH3:51]. Product: [CH3:51][C:50]([CH3:52])=[CH:49][CH2:48][N:30]([CH3:31])[C:28]([C:10]1[C:9]([O:8][CH2:1][C:2]2[CH:3]=[CH:4][CH:5]=[CH:6][CH:7]=2)=[C:13]2[C:14](=[O:26])[N:15]([CH2:18][C:19]3[CH:20]=[CH:21][C:22]([F:25])=[CH:23][CH:24]=3)[CH2:16][CH2:17][N:12]2[C:11]=1[Br:27])=[O:29]. The catalyst class is: 3.